Regression. Given two drug SMILES strings and cell line genomic features, predict the synergy score measuring deviation from expected non-interaction effect. From a dataset of NCI-60 drug combinations with 297,098 pairs across 59 cell lines. (1) Drug 1: CN1C(=O)N2C=NC(=C2N=N1)C(=O)N. Drug 2: CC1=C(N=C(N=C1N)C(CC(=O)N)NCC(C(=O)N)N)C(=O)NC(C(C2=CN=CN2)OC3C(C(C(C(O3)CO)O)O)OC4C(C(C(C(O4)CO)O)OC(=O)N)O)C(=O)NC(C)C(C(C)C(=O)NC(C(C)O)C(=O)NCCC5=NC(=CS5)C6=NC(=CS6)C(=O)NCCC[S+](C)C)O. Cell line: A498. Synergy scores: CSS=10.1, Synergy_ZIP=-1.56, Synergy_Bliss=0.454, Synergy_Loewe=-15.7, Synergy_HSA=-2.26. (2) Drug 1: CC12CCC3C(C1CCC2=O)CC(=C)C4=CC(=O)C=CC34C. Drug 2: C1=C(C(=O)NC(=O)N1)F. Cell line: SW-620. Synergy scores: CSS=55.0, Synergy_ZIP=0.455, Synergy_Bliss=-1.09, Synergy_Loewe=-1.28, Synergy_HSA=0.108. (3) Drug 1: CC1OCC2C(O1)C(C(C(O2)OC3C4COC(=O)C4C(C5=CC6=C(C=C35)OCO6)C7=CC(=C(C(=C7)OC)O)OC)O)O. Drug 2: CCN(CC)CCCC(C)NC1=C2C=C(C=CC2=NC3=C1C=CC(=C3)Cl)OC. Cell line: SN12C. Synergy scores: CSS=39.7, Synergy_ZIP=-4.55, Synergy_Bliss=5.18, Synergy_Loewe=3.37, Synergy_HSA=5.86. (4) Drug 1: C1=NC(=NC(=O)N1C2C(C(C(O2)CO)O)O)N. Drug 2: C1CN(P(=O)(OC1)NCCCl)CCCl. Cell line: OVCAR-8. Synergy scores: CSS=12.2, Synergy_ZIP=-7.33, Synergy_Bliss=-0.653, Synergy_Loewe=-11.1, Synergy_HSA=-0.348.